From a dataset of Forward reaction prediction with 1.9M reactions from USPTO patents (1976-2016). Predict the product of the given reaction. (1) Given the reactants [H-].[Na+].[C:3]1([C@@H:9]2[CH2:11][C@H:10]2[NH:12][C:13](=[O:19])[O:14][C:15]([CH3:18])([CH3:17])[CH3:16])[CH:8]=[CH:7][CH:6]=[CH:5][CH:4]=1.Br[CH2:21][CH2:22][CH:23]1[CH2:28][CH2:27][O:26][CH2:25][CH2:24]1, predict the reaction product. The product is: [C:3]1([C@@H:9]2[CH2:11][C@H:10]2[N:12]([CH2:21][CH2:22][CH:23]2[CH2:28][CH2:27][O:26][CH2:25][CH2:24]2)[C:13](=[O:19])[O:14][C:15]([CH3:16])([CH3:18])[CH3:17])[CH:4]=[CH:5][CH:6]=[CH:7][CH:8]=1. (2) Given the reactants [CH2:1]([O:8][C:9]1[CH:14]=[C:13]([Br:15])[CH:12]=[C:11]([N+:16]([O-:18])=[O:17])[C:10]=1[NH2:19])[C:2]1[CH:7]=[CH:6][CH:5]=[CH:4][CH:3]=1.CS(O)(=O)=O.[OH2:25], predict the reaction product. The product is: [CH2:1]([O:8][C:9]1[CH:14]=[C:13]([Br:15])[CH:12]=[C:11]([N+:16]([O-:18])=[O:17])[C:10]=1[N:19]([C:1](=[O:8])[CH2:2][CH3:3])[C:4](=[O:25])[CH2:5][CH3:6])[C:2]1[CH:3]=[CH:4][CH:5]=[CH:6][CH:7]=1. (3) Given the reactants [CH3:1][O:2][C:3]1[CH:4]=[C:5]([C:9]([CH:12]2C(=O)O[C:15](C)([CH3:19])[O:14][C:13]2=[O:21])([CH3:11])[CH3:10])[CH:6]=[CH:7][CH:8]=1, predict the reaction product. The product is: [CH3:1][O:2][C:3]1[CH:4]=[C:5]([C:9]([CH3:10])([CH3:11])[CH2:12][C:13]([O:14][CH2:15][CH3:19])=[O:21])[CH:6]=[CH:7][CH:8]=1. (4) The product is: [CH3:1][O:2][C:3]1[CH:4]=[C:5]2[C:10](=[CH:11][C:12]=1[O:13][CH3:14])[N:9]=[CH:8][CH:7]=[C:6]2[O:15][C:16]1[CH:21]=[CH:20][C:19]([NH:22][C:34]([C:32]2[C:31](=[O:37])[N:30]([C:38]3[CH:43]=[CH:42][C:41]([F:44])=[CH:40][CH:39]=3)[C:29](=[O:45])[N:28]([CH2:26][CH3:27])[CH:33]=2)=[O:35])=[CH:18][C:17]=1[CH:23]([CH3:25])[CH3:24]. Given the reactants [CH3:1][O:2][C:3]1[CH:4]=[C:5]2[C:10](=[CH:11][C:12]=1[O:13][CH3:14])[N:9]=[CH:8][CH:7]=[C:6]2[O:15][C:16]1[CH:21]=[CH:20][C:19]([NH2:22])=[CH:18][C:17]=1[CH:23]([CH3:25])[CH3:24].[CH2:26]([N:28]1[CH:33]=[C:32]([C:34](O)=[O:35])[C:31](=[O:37])[N:30]([C:38]2[CH:43]=[CH:42][C:41]([F:44])=[CH:40][CH:39]=2)[C:29]1=[O:45])[CH3:27], predict the reaction product. (5) Given the reactants S=[C:2]1[CH2:6][S:5][C:4](=[O:7])[NH:3]1.[CH2:8]([NH2:11])[C:9]#[CH:10], predict the reaction product. The product is: [CH2:8]([NH:11][C:2]1[CH2:6][S:5][C:4](=[O:7])[N:3]=1)[C:9]#[CH:10]. (6) Given the reactants [C:1]([C:4]1[CH:9]=[CH:8][C:7]([C:10]([NH:13][C:14](=[O:16])[CH3:15])([CH3:12])[CH3:11])=[CH:6][CH:5]=1)(=[O:3])[CH3:2].[BH4-].[Na+].Cl, predict the reaction product. The product is: [OH:3][CH:1]([C:4]1[CH:9]=[CH:8][C:7]([C:10]([NH:13][C:14](=[O:16])[CH3:15])([CH3:11])[CH3:12])=[CH:6][CH:5]=1)[CH3:2]. (7) Given the reactants [CH2:1]([C:5]1[C:6](Cl)=[N:7][C:8]([NH2:12])=[N:9][C:10]=1[CH3:11])[CH2:2][CH2:3][CH3:4].[CH2:14]([NH2:19])[CH2:15][CH2:16][CH2:17][CH3:18], predict the reaction product. The product is: [NH2:12][C:8]1[N:7]=[C:6]([NH:19][CH2:14][CH2:15][CH2:16][CH2:17][CH3:18])[C:5]([CH2:1][CH2:2][CH2:3][CH3:4])=[C:10]([CH3:11])[N:9]=1. (8) Given the reactants [Cl:1][C:2]1[CH:3]=[CH:4][C:5]([OH:27])=[C:6]([C:8]2[N:12]=[C:11]([C:13]3[CH:18]=[C:17]([Cl:19])[CH:16]=[CH:15][C:14]=3[OH:20])[N:10]([CH2:21][C:22](OCC)=[O:23])[N:9]=2)[CH:7]=1.[NH2:28][CH2:29][CH2:30][N:31]1[CH2:36][CH2:35][O:34][CH2:33][CH2:32]1, predict the reaction product. The product is: [Cl:1][C:2]1[CH:3]=[CH:4][C:5]([OH:27])=[C:6]([C:8]2[N:12]=[C:11]([C:13]3[CH:18]=[C:17]([Cl:19])[CH:16]=[CH:15][C:14]=3[OH:20])[N:10]([CH2:21][C:22]([NH:28][CH2:29][CH2:30][N:31]3[CH2:36][CH2:35][O:34][CH2:33][CH2:32]3)=[O:23])[N:9]=2)[CH:7]=1. (9) The product is: [CH3:3][CH:2]([NH:4][C:5](=[N:10][CH2:11][CH2:12][CH2:13][C@H:14]([NH:22][C:23]([C:25]1[C:26](=[O:44])[N:27]([CH:31]([C:32]2[CH:33]=[CH:34][CH:35]=[CH:36][CH:37]=2)[C:38]2[CH:43]=[CH:42][CH:41]=[CH:40][CH:39]=2)[CH:28]=[CH:29][CH:30]=1)=[O:24])[C:15]([OH:17])=[O:16])[NH:6][CH:7]([CH3:8])[CH3:9])[CH3:1].[C:45]([OH:51])([C:47]([F:50])([F:49])[F:48])=[O:46]. Given the reactants [CH3:1][CH:2]([NH:4][C:5](=[N:10][CH2:11][CH2:12][CH2:13][C@H:14]([NH:22][C:23]([C:25]1[C:26](=[O:44])[N:27]([CH:31]([C:38]2[CH:43]=[CH:42][CH:41]=[CH:40][CH:39]=2)[C:32]2[CH:37]=[CH:36][CH:35]=[CH:34][CH:33]=2)[CH:28]=[CH:29][CH:30]=1)=[O:24])[C:15]([O:17]C(C)(C)C)=[O:16])[NH:6][CH:7]([CH3:9])[CH3:8])[CH3:3].[C:45]([OH:51])([C:47]([F:50])([F:49])[F:48])=[O:46], predict the reaction product. (10) Given the reactants [C:1]([O:5][C:6]([NH:8][C:9]1[O:17][C:16]2[C:11](=[N:12][CH:13]=[C:14]([CH:18]3[CH2:23][CH2:22][O:21][CH2:20][CH2:19]3)[CH:15]=2)[C:10]=1[C:24]([O:26]CC)=[O:25])=[O:7])([CH3:4])([CH3:3])[CH3:2].O[Li].O.CO.Cl, predict the reaction product. The product is: [C:1]([O:5][C:6]([NH:8][C:9]1[O:17][C:16]2[C:11](=[N:12][CH:13]=[C:14]([CH:18]3[CH2:23][CH2:22][O:21][CH2:20][CH2:19]3)[CH:15]=2)[C:10]=1[C:24]([OH:26])=[O:25])=[O:7])([CH3:4])([CH3:2])[CH3:3].